This data is from NCI-60 drug combinations with 297,098 pairs across 59 cell lines. The task is: Regression. Given two drug SMILES strings and cell line genomic features, predict the synergy score measuring deviation from expected non-interaction effect. (1) Drug 2: B(C(CC(C)C)NC(=O)C(CC1=CC=CC=C1)NC(=O)C2=NC=CN=C2)(O)O. Drug 1: CC12CCC3C(C1CCC2=O)CC(=C)C4=CC(=O)C=CC34C. Synergy scores: CSS=33.1, Synergy_ZIP=-0.951, Synergy_Bliss=-1.93, Synergy_Loewe=-0.800, Synergy_HSA=-1.45. Cell line: SF-539. (2) Drug 1: CC1=C2C(C(=O)C3(C(CC4C(C3C(C(C2(C)C)(CC1OC(=O)C(C(C5=CC=CC=C5)NC(=O)OC(C)(C)C)O)O)OC(=O)C6=CC=CC=C6)(CO4)OC(=O)C)OC)C)OC. Drug 2: C1=NNC2=C1C(=O)NC=N2. Cell line: RXF 393. Synergy scores: CSS=12.4, Synergy_ZIP=-10.9, Synergy_Bliss=-15.6, Synergy_Loewe=-43.8, Synergy_HSA=-14.2.